The task is: Predict the product of the given reaction.. This data is from Forward reaction prediction with 1.9M reactions from USPTO patents (1976-2016). (1) Given the reactants [H-].C([Al+]CC(C)C)C(C)C.[NH2:11][C:12]1[C:13]([C:29]2[O:33][C:32]([C:34]3[CH:35]=[C:36]([CH:41]=[CH:42][CH:43]=3)[C:37](OC)=[O:38])=[N:31][N:30]=2)=[N:14][C:15]([C:18]2[CH:23]=[CH:22][C:21]([C:24](=[O:28])[N:25]([CH3:27])[CH3:26])=[CH:20][CH:19]=2)=[CH:16][N:17]=1, predict the reaction product. The product is: [NH2:11][C:12]1[N:17]=[CH:16][C:15]([C:18]2[CH:19]=[CH:20][C:21]([C:24]([N:25]([CH3:27])[CH3:26])=[O:28])=[CH:22][CH:23]=2)=[N:14][C:13]=1[C:29]1[O:33][C:32]([C:34]2[CH:43]=[CH:42][CH:41]=[C:36]([CH2:37][OH:38])[CH:35]=2)=[N:31][N:30]=1. (2) Given the reactants C([C:3]1[CH:4]=[CH:5][CH:6]=[C:7]2[C:12]=1[N:11]=[C:10]([C:13]1([C:16]3[CH:21]=[CH:20][CH:19]=[CH:18][CH:17]=3)[CH2:15][CH2:14]1)[C:9]([OH:22])=[C:8]2[C:23]([OH:25])=[O:24])C.[CH3:26]C1C=C2C(=CC=1)NC(=O)C2=O, predict the reaction product. The product is: [OH:22][C:9]1[C:10]([C:13]2([C:16]3[CH:21]=[CH:20][CH:19]=[CH:18][CH:17]=3)[CH2:15][CH2:14]2)=[N:11][C:12]2[C:7]([C:8]=1[C:23]([OH:25])=[O:24])=[CH:6][C:5]([CH3:26])=[CH:4][CH:3]=2. (3) Given the reactants C[O:2][C:3]1[C:8]2[NH:9][C:10]([C:12]3[S:13][CH:14]=[CH:15][CH:16]=3)=[N:11][C:7]=2[C:6]([C:17]([NH:19][CH:20]2[CH2:25][CH2:24][CH:23]([C:26]([OH:28])=[O:27])[CH2:22][CH2:21]2)=[O:18])=[CH:5][CH:4]=1.B(Br)(Br)Br, predict the reaction product. The product is: [OH:2][C:3]1[C:8]2[NH:9][C:10]([C:12]3[S:13][CH:14]=[CH:15][CH:16]=3)=[N:11][C:7]=2[C:6]([C:17]([NH:19][CH:20]2[CH2:21][CH2:22][CH:23]([C:26]([OH:28])=[O:27])[CH2:24][CH2:25]2)=[O:18])=[CH:5][CH:4]=1. (4) Given the reactants [CH:1]1([C:4]2[N:8]=[C:7]([C:9]3[C:10]4[CH2:18][CH2:17][C:16]([F:20])([F:19])[CH2:15][C:11]=4[S:12][C:13]=3[NH2:14])[S:6][N:5]=2)[CH2:3][CH2:2]1.[C:21]12[C:30](=[O:31])[O:29][C:27](=[O:28])[C:22]=1[CH2:23][CH2:24][CH2:25][CH2:26]2, predict the reaction product. The product is: [CH:1]1([C:4]2[N:8]=[C:7]([C:9]3[C:10]4[CH2:18][CH2:17][C:16]([F:20])([F:19])[CH2:15][C:11]=4[S:12][C:13]=3[NH:14][C:30]([C:21]3[CH2:26][CH2:25][CH2:24][CH2:23][C:22]=3[C:27]([OH:29])=[O:28])=[O:31])[S:6][N:5]=2)[CH2:3][CH2:2]1. (5) Given the reactants [NH2:1][C:2]1[CH:12]=[C:11]([CH:13]([OH:16])CO)[C:10]([O:17][C:18]([F:21])([F:20])[F:19])=[CH:9][C:3]=1[C:4]([O:6][CH2:7][CH3:8])=[O:5].NC1C=C(C=O)C(C(F)(F)F)=CC=1C(OCC)=O, predict the reaction product. The product is: [NH2:1][C:2]1[CH:12]=[C:11]([CH:13]=[O:16])[C:10]([O:17][C:18]([F:19])([F:20])[F:21])=[CH:9][C:3]=1[C:4]([O:6][CH2:7][CH3:8])=[O:5]. (6) Given the reactants [Cl:1][C:2]1[C:7]([OH:8])=[CH:6][CH:5]=[CH:4][C:3]=1[OH:9].C(=O)([O-])[O-].[K+].[K+].[CH3:16][CH:17]([Si:19](Cl)([CH:23]([CH3:25])[CH3:24])[CH:20]([CH3:22])[CH3:21])[CH3:18], predict the reaction product. The product is: [Cl:1][C:2]1[C:7]([O:8][Si:19]([CH:23]([CH3:25])[CH3:24])([CH:20]([CH3:22])[CH3:21])[CH:17]([CH3:18])[CH3:16])=[CH:6][CH:5]=[CH:4][C:3]=1[OH:9]. (7) Given the reactants [CH3:1][C:2]1[N:7]=[C:6]([NH:8][S:9]([N:12]2[CH2:16][CH2:15]O[C:13]2=O)(=[O:11])=[O:10])[CH:5]=[CH:4][CH:3]=1.N1CC[CH:20]([C:23]2[CH:28]=[CH:27][N:26]=[CH:25][CH:24]=2)C1.C(N(C(C)C)CC)(C)C, predict the reaction product. The product is: [CH3:1][C:2]1[N:7]=[C:6]([NH:8][S:9]([N:12]2[CH2:16][CH2:15][CH:20]([C:23]3[CH:28]=[CH:27][N:26]=[CH:25][CH:24]=3)[CH2:13]2)(=[O:11])=[O:10])[CH:5]=[CH:4][CH:3]=1. (8) Given the reactants [CH3:1][C:2](C)([O-:4])C.[K+].Cl[C:8]1[N:16]=[CH:15][CH:14]=[CH:13][C:9]=1[C:10]([OH:12])=[O:11], predict the reaction product. The product is: [CH2:2]([O:4][C:8]1[C:9]([C:10]([OH:12])=[O:11])=[CH:13][CH:14]=[CH:15][N:16]=1)[CH3:1]. (9) Given the reactants [OH:1][CH:2]([C:22]1[CH:27]=[CH:26][C:25]([C:28]([F:31])([F:30])[F:29])=[CH:24][CH:23]=1)[C:3]1[CH:4]=[N:5][CH:6]=[CH:7][C:8]=1[CH2:9][CH2:10][N:11]1[C:19](=[O:20])[C:18]2[C:13](=[CH:14][CH:15]=[CH:16][CH:17]=2)[C:12]1=[O:21], predict the reaction product. The product is: [F:31][C:28]([F:29])([F:30])[C:25]1[CH:24]=[CH:23][C:22]([C:2]([C:3]2[CH:4]=[N:5][CH:6]=[CH:7][C:8]=2[CH2:9][CH2:10][N:11]2[C:12](=[O:21])[C:13]3[C:18](=[CH:17][CH:16]=[CH:15][CH:14]=3)[C:19]2=[O:20])=[O:1])=[CH:27][CH:26]=1.